Dataset: Forward reaction prediction with 1.9M reactions from USPTO patents (1976-2016). Task: Predict the product of the given reaction. (1) Given the reactants Br[CH2:2][C:3]1[CH:10]=[CH:9][C:6]([C:7]#[N:8])=[CH:5][C:4]=1[N+:11]([O-:13])=[O:12].[NH:14]1[CH2:18][CH2:17][CH2:16][CH2:15]1.C(N(CC)CC)C, predict the reaction product. The product is: [N+:11]([C:4]1[CH:5]=[C:6]([CH:9]=[CH:10][C:3]=1[CH2:2][N:14]1[CH2:18][CH2:17][CH2:16][CH2:15]1)[C:7]#[N:8])([O-:13])=[O:12]. (2) Given the reactants [F:1][C:2]1[CH:58]=[C:57]([O:59]CC2C=CC=CC=2)[CH:56]=[CH:55][C:3]=1[CH2:4][C:5]1[C:6]([O:14][C@:15]2([O:45][C@H:44]([CH2:46][O:47]CC3C=CC=CC=3)[C@@H:35]([O:36]CC3C=CC=CC=3)[C@H:26]([O:27]CC3C=CC=CC=3)[C@H:17]2[O:18]CC2C=CC=CC=2)[OH:16])=[N:7][N:8]([CH:11]([CH3:13])[CH3:12])[C:9]=1[CH3:10], predict the reaction product. The product is: [F:1][C:2]1[CH:58]=[C:57]([OH:59])[CH:56]=[CH:55][C:3]=1[CH2:4][C:5]1[C:6]([O:14][C@:15]2([O:45][C@H:44]([CH2:46][OH:47])[C@@H:35]([OH:36])[C@H:26]([OH:27])[C@H:17]2[OH:18])[OH:16])=[N:7][N:8]([CH:11]([CH3:13])[CH3:12])[C:9]=1[CH3:10]. (3) Given the reactants [F:1][C:2]1[C:3]([CH:9]=[O:10])=[N:4][CH:5]=[CH:6][C:7]=1[F:8].[BH4-].[Na+], predict the reaction product. The product is: [F:1][C:2]1[C:3]([CH2:9][OH:10])=[N:4][CH:5]=[CH:6][C:7]=1[F:8]. (4) Given the reactants [CH3:1][S:2][C:3]1[CH:4]=[C:5]([CH:17]=[CH:18][CH:19]=1)[O:6][C:7]1[N:15]=[CH:14][C:13]([F:16])=[CH:12][C:8]=1[C:9]([OH:11])=O.C(N(CC)CC)C.[NH2:27][C@@H:28]1[CH2:33][CH2:32][CH2:31][C@@H:30]([OH:34])[CH2:29]1.Cl.CN(C)CCCN=C=NCC.ON1C2C=CC=CC=2N=N1, predict the reaction product. The product is: [F:16][C:13]1[CH:14]=[N:15][C:7]([O:6][C:5]2[CH:17]=[CH:18][CH:19]=[C:3]([S:2][CH3:1])[CH:4]=2)=[C:8]([CH:12]=1)[C:9]([NH:27][C@@H:28]1[CH2:33][CH2:32][CH2:31][C@@H:30]([OH:34])[CH2:29]1)=[O:11].